This data is from Experimentally validated miRNA-target interactions with 360,000+ pairs, plus equal number of negative samples. The task is: Binary Classification. Given a miRNA mature sequence and a target amino acid sequence, predict their likelihood of interaction. (1) The miRNA is hsa-miR-3941 with sequence UUACACACAACUGAGGAUCAUA. The protein sequence of the target gene is MSAEEMVQIRLEDRCYPVSKRKLIEQSDYFRALYRSGMREALSQEAGGPEVQQLRGLSAPGLRLVLDFINAGGAREGWLLGPRGEKGGGVDEDEEMDEVSLLSELVEAASFLQVTSLLQLLLSQVRLNNCLEMYRLAQVYGLPDLQEACLRFMVVHFHEVLCKPQFHLLGSPPQAPGDVSLKQRLREARMTGTPVLVALGDFLGGPLAPHPYQGEPPSMLRYEEMTERWFPLANNLPPDLVNVRGYGSAILDNYLFIVGGYRITSQEISAAHSYNPSTNEWLQVASMNQKRSNFKLVAVN.... Result: 1 (interaction). (2) The miRNA is mmu-miR-208a-5p with sequence GAGCUUUUGGCCCGGGUUAUAC. The protein sequence of the target gene is MPELAKSAPAPKKGSKKAVTKAQKKDGKKRKRSRKESYSIYVYKVLKQVHPDTGISSKAMGIMNSFVNDIFERIANEASRLAHYNKRSTITSREIQTSVRLLLPGELAKHAVSEGTKAVTKYTSAK. Result: 1 (interaction). (3) The miRNA is hsa-miR-3663-5p with sequence GCUGGUCUGCGUGGUGCUCGG. The protein sequence of the target gene is MAAANPWDPASAPNGAGLVLGHFIASGMVNQEMLNMSKKTVSCFVNFTRLQQITNIQAEIYQKNLEIELLKLEKDTADVVHPFFLAQKCHTLQSMNNHLEAVLKEKRSLRQRLLKPMCQENLPIEAVYHRYMVHLLELAVTFIERLETHLETIRNIPHLAANLKKMNQALAKMDILVTETEELAENILKWRKQQNEVSSCIPKILAEESYLYKHDIIMPPLPFTSKVHVQTINAK. Result: 1 (interaction). (4) The miRNA is hsa-miR-1251-5p with sequence ACUCUAGCUGCCAAAGGCGCU. The protein sequence of the target gene is MEERRPHLDARPRNSHTNHRGPVDGELPPRARNQANNPPANALRGGASHPGRHPRANNHPAAYWQREERFRAMGRNPHQGRRNQEGHASDEARDQRHDQENDTRWRNGNQDCRNRRPPWSNDNFQQWRTPHQKPTEQPQQAKKLGYKFLESLLQKDPSEVVITLATSLGLKELLSHSSMKSNFLELICQVLRKACSSKMDRQSVLHVLGILKNSKFLKVCLPAYVVGMITEPIPDIRNQYPEHISNIISLLQDLVSVFPASSVQETSMLVSLLPTSLNALRASGVDIEEETEKNLEKVQT.... Result: 1 (interaction). (5) The miRNA is hsa-miR-4537 with sequence UGAGCCGAGCUGAGCUUAGCUG. The protein sequence of the target gene is MLQQDSNDDTEDVSLFDAEEETTNRPRKAKIRHPVASFFHLFFRVSAIIVCLLCELLSSSFITCMVTIILLLSCDFWAVKNVTGRLMVGLRWWNHIDEDGKSHWVFESRKESSQENKTVSEAESRIFWLGLIACSVLWVIFAFSALFSFTVKWLRRSRHIAQTGLKVLGSRDPPASAFQSAGITGVSRCPGHPSRKFHQVDINSFTRITDRALYWKPAPRLSSPPLRAAPGNCQQMAPARLFLSLRLWAWRGGGESPNSRGTGEPGPKFHLASGMH. Result: 1 (interaction). (6) The miRNA is hsa-miR-1305 with sequence UUUUCAACUCUAAUGGGAGAGA. The protein sequence of the target gene is MAADSDDGAVSAPAASDGGVSKSTTSGEELVVQVPVVDVQSNNFKEMWPSLLLAIKTANFVAVDTELSGLGDRKSLLNQCIEERYKAVCHAARTRSILSLGLACFKRQPDKGEHSYLAQVFNLTLLCMEEYVIEPKSVQFLIQHGFNFNQQYAQGIPYHKGNDKGDESQSQSVRTLFLELIRARRPLVLHNGLIDLVFLYQNFYAHLPESLGTFTADLCEMFPAGIYDTKYAAEFHARFVASYLEYAFRKCERENGKQRAAGSPHLTLEFCNYPSSMRDHIDYRCCLPPATHRPHPTSIC.... Result: 0 (no interaction).